This data is from Full USPTO retrosynthesis dataset with 1.9M reactions from patents (1976-2016). The task is: Predict the reactants needed to synthesize the given product. (1) Given the product [Cl:21][C:16]1[S:17][CH:18]=[C:19]([CH3:20])[C:15]=1[NH:14][C:12]([NH:11][CH:6]1[CH2:7][CH2:8][CH2:9][CH2:10][C:5]21[O:1][CH2:2][CH2:3][O:4]2)=[NH:13], predict the reactants needed to synthesize it. The reactants are: [O:1]1[C:5]2([CH2:10][CH2:9][CH2:8][CH2:7][CH:6]2[NH:11][C:12]([NH:14][C:15]2[C:19]([CH3:20])=[CH:18][S:17][CH:16]=2)=[NH:13])[O:4][CH2:3][CH2:2]1.[Cl:21]N1C(=O)CCC1=O. (2) Given the product [CH3:24][S:21]([C:18]1[CH:19]=[CH:20][C:15]([CH2:14][N:7]2[C:8]3[C:13](=[CH:12][CH:11]=[CH:10][CH:9]=3)[C:5]([CH2:4][C:3]([OH:30])=[O:2])=[C:6]2[CH3:29])=[C:16]([C:25]([F:28])([F:27])[F:26])[CH:17]=1)(=[O:23])=[O:22], predict the reactants needed to synthesize it. The reactants are: C[O:2][C:3](=[O:30])[CH2:4][C:5]1[C:13]2[C:8](=[CH:9][CH:10]=[CH:11][CH:12]=2)[N:7]([CH2:14][C:15]2[CH:20]=[CH:19][C:18]([S:21]([CH3:24])(=[O:23])=[O:22])=[CH:17][C:16]=2[C:25]([F:28])([F:27])[F:26])[C:6]=1[CH3:29].C1COCC1.[OH-].[Na+]. (3) The reactants are: N1(C2C=CC=CC=2C(N[C@H]2CCC[C@@H]2NC2C=NC(C(F)(F)F)=CN=2)=O)C=CC=N1.Cl.[F:32][C:33]([F:48])([F:47])[C:34]1[N:35]=[CH:36][C:37]([NH:40][C@H:41]2[CH2:45][CH2:44][CH2:43][C@@H:42]2[NH2:46])=[N:38][CH:39]=1.[F:49][C:50]1[CH:58]=[CH:57][CH:56]=[C:55]([N:59]2[N:63]=[CH:62][CH:61]=[N:60]2)[C:51]=1[C:52](O)=[O:53]. Given the product [F:49][C:50]1[CH:58]=[CH:57][CH:56]=[C:55]([N:59]2[N:63]=[CH:62][CH:61]=[N:60]2)[C:51]=1[C:52]([NH:46][C@H:42]1[CH2:43][CH2:44][CH2:45][C@@H:41]1[NH:40][C:37]1[CH:36]=[N:35][C:34]([C:33]([F:32])([F:47])[F:48])=[CH:39][N:38]=1)=[O:53], predict the reactants needed to synthesize it. (4) Given the product [Br:1][C:2]1[CH:7]=[CH:6][C:5]([N+:8]([O-:10])=[O:9])=[C:4]([NH:12][C@@H:13]([CH2:17][CH3:18])[C:14]([OH:16])=[O:15])[CH:3]=1, predict the reactants needed to synthesize it. The reactants are: [Br:1][C:2]1[CH:7]=[CH:6][C:5]([N+:8]([O-:10])=[O:9])=[C:4](F)[CH:3]=1.[NH2:12][C@@H:13]([CH2:17][CH3:18])[C:14]([OH:16])=[O:15].FC1C=CC(N[C@H](CC)C(O)=O)=C([N+]([O-])=O)C=1. (5) Given the product [C:2]([C:3]1[CH:4]=[C:5]([NH2:6])[N:22]([C:16]2[CH:17]=[C:18]([O:20][CH3:21])[CH:19]=[C:14]([O:13][CH3:12])[CH:15]=2)[N:23]=1)([CH3:9])([CH3:8])[CH3:1], predict the reactants needed to synthesize it. The reactants are: [CH3:1][C:2]([CH3:9])([CH3:8])[C:3](=O)[CH2:4][C:5]#[N:6].Cl.Cl.[CH3:12][O:13][C:14]1[CH:15]=[C:16]([NH:22][NH2:23])[CH:17]=[C:18]([O:20][CH3:21])[CH:19]=1. (6) Given the product [N:4]1([C:13](=[O:14])[CH3:12])[CH2:9][CH2:8][CH2:7][CH2:6][CH2:5]1, predict the reactants needed to synthesize it. The reactants are: N=C=N.[NH:4]1[CH2:9][CH2:8][CH2:7][CH2:6][CH2:5]1.ClC1C=CC(S(N2CCCCC2)(=O)=O)=C[C:12]=1[CH2:13][O:14]CC(O)=O.